This data is from Reaction yield outcomes from USPTO patents with 853,638 reactions. The task is: Predict the reaction yield, written as a fraction of the theoretical maximum amount of product (1.0 means a 100% yield; for example, 0.34 means a 34% yield). (1) The reactants are [C:1]([C:7]1C(C2CN(C)CCC=2)=NNC=1)#[C:2][CH2:3][CH2:4][CH2:5][CH3:6].C#CCCCCC.[C:26]1([S:32]([N:35]2[CH:39]=[C:38](Br)[C:37]([C:41]3[CH:42]=[N:43][CH:44]=[CH:45][CH:46]=3)=[N:36]2)(=[O:34])=[O:33])[CH:31]=[CH:30][CH:29]=[CH:28][CH:27]=1. The catalyst is C(OCC)C. The product is [C:26]1([S:32]([N:35]2[CH:39]=[C:38]([C:7]#[C:1][CH2:2][CH2:3][CH2:4][CH2:5][CH3:6])[C:37]([C:41]3[CH:42]=[N:43][CH:44]=[CH:45][CH:46]=3)=[N:36]2)(=[O:34])=[O:33])[CH:31]=[CH:30][CH:29]=[CH:28][CH:27]=1. The yield is 0.900. (2) The reactants are [CH3:1][O:2][C:3]1[CH:10]=[CH:9][C:6]([CH:7]=O)=[CH:5][CH:4]=1.[CH3:11][C:12](=[O:17])[CH2:13][CH2:14][CH2:15][CH3:16]. No catalyst specified. The product is [CH3:1][O:2][C:3]1[CH:10]=[CH:9][C:6](/[CH:7]=[C:13](\[CH2:14][CH2:15][CH3:16])/[C:12](=[O:17])[CH3:11])=[CH:5][CH:4]=1. The yield is 0.350. (3) The reactants are [CH2:1]([O:3][C:4]1[CH:5]=[C:6]2[C:10](=[CH:11][CH:12]=1)[N:9](CN(C)C)[CH:8]=[CH:7]2)[CH3:2].[N+:17]([CH:20]([CH3:25])[C:21]([O:23][CH3:24])=[O:22])([O-:19])=[O:18].[C:26]1(C)C=CC=CC=1.CC(C)=O. The catalyst is C1(C)C=CC=CC=1.C(Cl)(Cl)Cl. The product is [CH3:24][O:23][C:21](=[O:22])[C:20]([CH3:26])([N+:17]([O-:19])=[O:18])[CH2:25][C:7]1[C:6]2[C:10](=[CH:11][CH:12]=[C:4]([O:3][CH2:1][CH3:2])[CH:5]=2)[NH:9][CH:8]=1. The yield is 0.680. (4) The reactants are [CH3:1][O:2][C:3]1[CH:11]=[C:10]2[C:6]([C:7]([C:14]([OH:16])=O)=[C:8]([CH3:13])[N:9]2[CH3:12])=[CH:5][CH:4]=1.O=S(Cl)Cl.[CH:21]1([CH2:24][NH2:25])[CH2:23][CH2:22]1. No catalyst specified. The product is [CH:21]1([CH2:24][NH:25][C:14]([C:7]2[C:6]3[C:10](=[CH:11][C:3]([O:2][CH3:1])=[CH:4][CH:5]=3)[N:9]([CH3:12])[C:8]=2[CH3:13])=[O:16])[CH2:23][CH2:22]1. The yield is 0.380. (5) The reactants are [CH:1]1([CH2:7][C:8]([OH:10])=O)[CH2:6][CH2:5][CH2:4][CH2:3][CH2:2]1.CN(C(ON1N=NC2C=CC=NC1=2)=[N+](C)C)C.F[P-](F)(F)(F)(F)F.C(N(C(C)C)CC)(C)C.CC(OC([N:51]1[CH2:56][CH2:55][C:54](=[C:57]([C:71]2[CH:76]=[CH:75][CH:74]=[CH:73][C:72]=2[NH2:77])[C:58]2[CH:63]=[CH:62][C:61]([C:64]([N:66]([CH2:69][CH3:70])[CH2:67][CH3:68])=[O:65])=[CH:60][CH:59]=2)[CH2:53][CH2:52]1)=O)(C)C.C(O)(C(F)(F)F)=O. The catalyst is CN(C=O)C. The product is [CH:1]1([CH2:7][C:8]([NH:77][C:72]2[CH:73]=[CH:74][CH:75]=[CH:76][C:71]=2[C:57](=[C:54]2[CH2:55][CH2:56][NH:51][CH2:52][CH2:53]2)[C:58]2[CH:63]=[CH:62][C:61]([C:64]([N:66]([CH2:69][CH3:70])[CH2:67][CH3:68])=[O:65])=[CH:60][CH:59]=2)=[O:10])[CH2:2][CH2:3][CH2:4][CH2:5][CH2:6]1. The yield is 0.670.